This data is from NCI-60 drug combinations with 297,098 pairs across 59 cell lines. The task is: Regression. Given two drug SMILES strings and cell line genomic features, predict the synergy score measuring deviation from expected non-interaction effect. (1) Drug 1: CC1=C2C(C(=O)C3(C(CC4C(C3C(C(C2(C)C)(CC1OC(=O)C(C(C5=CC=CC=C5)NC(=O)OC(C)(C)C)O)O)OC(=O)C6=CC=CC=C6)(CO4)OC(=O)C)OC)C)OC. Drug 2: CN1C(=O)N2C=NC(=C2N=N1)C(=O)N. Cell line: HCT116. Synergy scores: CSS=30.6, Synergy_ZIP=0.399, Synergy_Bliss=-6.61, Synergy_Loewe=-43.2, Synergy_HSA=-7.11. (2) Drug 1: CC1OCC2C(O1)C(C(C(O2)OC3C4COC(=O)C4C(C5=CC6=C(C=C35)OCO6)C7=CC(=C(C(=C7)OC)O)OC)O)O. Drug 2: C1CC(CCC1OC2=C(C(=CC=C2)Cl)F)(CC3=NC(=CC=C3)NC4=NC=CS4)C(=O)O. Cell line: T-47D. Synergy scores: CSS=27.7, Synergy_ZIP=-5.13, Synergy_Bliss=-4.21, Synergy_Loewe=-3.79, Synergy_HSA=-0.319.